This data is from Forward reaction prediction with 1.9M reactions from USPTO patents (1976-2016). The task is: Predict the product of the given reaction. (1) Given the reactants [CH2:1]([O:8][C:9]1[CH:18]=[CH:17][C:12]([C:13]([O:15][CH3:16])=[O:14])=[CH:11][C:10]=1Br)[C:2]1[CH:7]=[CH:6][CH:5]=[CH:4][CH:3]=1.COC1C=CC=C(OC)[C:27]=1[C:28]1[CH:29]=[CH:30][CH:31]=[CH:32][C:33]=1P(C1CCCCC1)C1CCCCC1.P([O-])([O-])([O-])=O.[K+].[K+].[K+].CC1(C)C(B2OC(C)(C)C(C)(C)O2)=CCC1, predict the reaction product. The product is: [CH2:1]([O:8][C:9]1[CH:18]=[CH:17][C:12]([C:13]([O:15][CH3:16])=[O:14])=[CH:11][C:10]=1[C:29]1[C:28]([CH3:27])([CH3:33])[CH2:32][CH2:31][CH:30]=1)[C:2]1[CH:7]=[CH:6][CH:5]=[CH:4][CH:3]=1. (2) Given the reactants [Cl:1][C:2]1[CH:22]=[CH:21][CH:20]=[C:19]([Cl:23])[C:3]=1[CH2:4][CH:5]1[CH2:9][CH2:8][N:7]([CH:10]2[CH2:15][CH2:14][CH:13]([NH:16][CH3:17])[CH2:12][CH2:11]2)[C:6]1=[O:18].Cl.C(OCC)(=O)C.Cl, predict the reaction product. The product is: [ClH:1].[Cl:1][C:2]1[CH:22]=[CH:21][CH:20]=[C:19]([Cl:23])[C:3]=1[CH2:4][CH:5]1[CH2:9][CH2:8][N:7]([CH:10]2[CH2:11][CH2:12][CH:13]([NH:16][CH3:17])[CH2:14][CH2:15]2)[C:6]1=[O:18]. (3) Given the reactants [NH2:1][C:2]1[C:7]([SH:8])=[CH:6][CH:5]=[CH:4][C:3]=1[S:9]([NH:12][C:13]1[CH:21]=[CH:20][C:16]([C:17]([OH:19])=[O:18])=[CH:15][CH:14]=1)(=[O:11])=[O:10].[N:22]#[C:23]Br, predict the reaction product. The product is: [NH2:22][C:23]1[S:8][C:7]2[C:2](=[C:3]([S:9]([NH:12][C:13]3[CH:21]=[CH:20][C:16]([C:17]([OH:19])=[O:18])=[CH:15][CH:14]=3)(=[O:10])=[O:11])[CH:4]=[CH:5][CH:6]=2)[N:1]=1. (4) Given the reactants [Cl:1][C:2]1[CH:3]=[CH:4][C:5]([N:16]2[CH:20]=[C:19]([Si](C)(C)C)[N:18]=[N:17]2)=[C:6]([C:8]2[CH:13]=[C:12]([O:14][CH3:15])[N:11]=[CH:10][N:9]=2)[CH:7]=1.[C:25]([NH2:29])(=[O:28])C#C, predict the reaction product. The product is: [Cl:1][C:2]1[CH:3]=[CH:4][C:5]([N:16]2[CH:20]=[C:19]([C:25]([NH2:29])=[O:28])[N:18]=[N:17]2)=[C:6]([C:8]2[CH:13]=[C:12]([O:14][CH3:15])[N:11]=[CH:10][N:9]=2)[CH:7]=1. (5) Given the reactants [C:1]([N:8](C1C2C(=CC=CC=2)C=CC=1)[C@H:9]([C:11](O)=[O:12])[CH3:10])([O:3][C:4]([CH3:7])([CH3:6])[CH3:5])=[O:2].Cl.[NH2:25][C@H:26]([C:30]([NH2:32])=[O:31])[CH:27]([CH3:29])[CH3:28].ON1[C:38]2[CH:39]=[CH:40][CH:41]=[CH:42][C:37]=2N=N1.CCN=C=N[CH2:48][CH2:49][CH2:50]N(C)C.Cl.[CH:55](N(C(C)C)CC)(C)C, predict the reaction product. The product is: [C:30]([C@@H:26]([NH:25][C:11](=[O:12])[C@@H:9]([NH:8][C:1]([O:3][C:4]([CH3:7])([CH3:6])[CH3:5])=[O:2])[CH2:10][C:37]1[C:38]2[C:39](=[CH:55][CH:50]=[CH:49][CH:48]=2)[CH:40]=[CH:41][CH:42]=1)[CH:27]([CH3:29])[CH3:28])(=[O:31])[NH2:32]. (6) Given the reactants [NH2:1][C:2]1[CH:3]=[C:4]([CH:18]=[CH:19][CH:20]=1)[O:5][C:6]1[C:15]2[N:14]=[C:13]([CH3:16])[C:12](=[O:17])[NH:11][C:10]=2[N:9]=[CH:8][CH:7]=1.[F:21][C:22]([F:34])([F:33])[O:23][C:24]1[CH:25]=[C:26]([CH:30]=[CH:31][CH:32]=1)[C:27](Cl)=[O:28], predict the reaction product. The product is: [CH3:16][C:13]1[C:12](=[O:17])[NH:11][C:10]2[N:9]=[CH:8][CH:7]=[C:6]([O:5][C:4]3[CH:3]=[C:2]([NH:1][C:27](=[O:28])[C:26]4[CH:30]=[CH:31][CH:32]=[C:24]([O:23][C:22]([F:21])([F:33])[F:34])[CH:25]=4)[CH:20]=[CH:19][CH:18]=3)[C:15]=2[N:14]=1. (7) Given the reactants Br[C:2]1[CH:7]=[CH:6][C:5]([CH:8]([OH:13])[C:9]([F:12])([F:11])[F:10])=[CH:4][CH:3]=1.[C:14]1([CH3:23])[CH:19]=[CH:18][CH:17]=[C:16](B(O)O)[CH:15]=1.C([O-])([O-])=O.[Na+].[Na+].C(C#N)(C)=O, predict the reaction product. The product is: [F:10][C:9]([F:12])([F:11])[CH:8]([C:5]1[CH:6]=[CH:7][CH:2]=[CH:3][C:4]=1[C:16]1[CH:17]=[CH:18][CH:19]=[C:14]([CH3:23])[CH:15]=1)[OH:13].